From a dataset of Reaction yield outcomes from USPTO patents with 853,638 reactions. Predict the reaction yield, written as a fraction of the theoretical maximum amount of product (1.0 means a 100% yield; for example, 0.34 means a 34% yield). (1) The reactants are [CH3:1][O:2][C:3]1[CH:20]=[CH:19][C:6]([C:7]([O:9][CH2:10][CH2:11][CH2:12][CH2:13][CH2:14][CH2:15][N:16]=[N+]=[N-])=[O:8])=[CH:5][CH:4]=1.C1(P(C2C=CC=CC=2)C2C=CC=CC=2)C=CC=CC=1.O. The catalyst is CCOC(C)=O. The product is [CH3:1][O:2][C:3]1[CH:4]=[CH:5][C:6]([C:7]([O:9][CH2:10][CH2:11][CH2:12][CH2:13][CH2:14][CH2:15][NH2:16])=[O:8])=[CH:19][CH:20]=1. The yield is 0.780. (2) The reactants are COC1C=C(OC)C=CC=1C[NH:6][C:7]1[C:8]2[CH:15]=[CH:14][N:13]([C@H:16]3[CH2:32][C@@H:19]4[O:20]C(C5C=CC(OC)=CC=5)[O:22][CH2:23][C@@H:18]4[CH2:17]3)[C:9]=2[N:10]=[CH:11][N:12]=1.COC1C=C(OC)C=CC=1CN.CC(O)=O. The catalyst is O.C1COCC1. The product is [NH2:6][C:7]1[C:8]2[CH:15]=[CH:14][N:13]([C@H:16]3[CH2:32][C@H:19]([OH:20])[C@H:18]([CH2:23][OH:22])[CH2:17]3)[C:9]=2[N:10]=[CH:11][N:12]=1. The yield is 0.730. (3) The reactants are [OH:1][CH:2]([C:11]1[CH:16]=[CH:15][C:14]([CH2:17][O:18][Si:19]([CH:26]([CH3:28])[CH3:27])([CH:23]([CH3:25])[CH3:24])[CH:20]([CH3:22])[CH3:21])=[CH:13][CH:12]=1)[C:3]1[CH:4]=[C:5]([CH:8]=[CH:9][CH:10]=1)[C:6]#[N:7].CC(OI1(OC(C)=O)(OC(C)=O)OC(=O)C2C=CC=CC1=2)=O.ClCCl. The catalyst is C(=O)([O-])O.[Na+]. The product is [CH:26]([Si:19]([CH:20]([CH3:22])[CH3:21])([CH:23]([CH3:25])[CH3:24])[O:18][CH2:17][C:14]1[CH:13]=[CH:12][C:11]([C:2]([C:3]2[CH:4]=[C:5]([CH:8]=[CH:9][CH:10]=2)[C:6]#[N:7])=[O:1])=[CH:16][CH:15]=1)([CH3:28])[CH3:27]. The yield is 0.600.